Task: Predict which catalyst facilitates the given reaction.. Dataset: Catalyst prediction with 721,799 reactions and 888 catalyst types from USPTO (1) Reactant: [C:1]([O:5][C:6]([N:8]1[CH2:12][C@@H:11]([CH2:13][NH:14][CH:15]([CH3:17])[CH3:16])[C@H:10]([C:18]([CH3:26])([CH3:25])[O:19][SiH2:20][C:21]([CH3:24])([CH3:23])[CH3:22])[CH2:9]1)=[O:7])([CH3:4])([CH3:3])[CH3:2].[CH3:27][O:28][CH2:29][CH2:30][CH2:31][O:32][C:33]1[CH:34]=[C:35]([CH:39]=[CH:40][C:41]=1[O:42][CH3:43])[C:36](O)=[O:37].O=C1N(P(Cl)(N2CCOC2=O)=O)CCO1.C(N(CC)CC)C. Product: [C:1]([O:5][C:6]([N:8]1[CH2:12][C@@H:11]([CH2:13][N:14]([CH:15]([CH3:16])[CH3:17])[C:36](=[O:37])[C:35]2[CH:39]=[CH:40][C:41]([O:42][CH3:43])=[C:33]([O:32][CH2:31][CH2:30][CH2:29][O:28][CH3:27])[CH:34]=2)[C@H:10]([C:18]([CH3:26])([CH3:25])[O:19][SiH2:20][C:21]([CH3:24])([CH3:23])[CH3:22])[CH2:9]1)=[O:7])([CH3:4])([CH3:2])[CH3:3]. The catalyst class is: 2. (2) Reactant: C([O:4][CH2:5][C@@H:6]1[C@@H:10]([O:11]C(=O)C)[CH2:9][CH:8]([N:15]2[CH:20]=[CH:19][N:18]=[C:17]([C:21]([NH2:23])=[O:22])[C:16]2=[O:24])[O:7]1)(=O)C.C[O-].[Na+].Cl. Product: [OH:11][C@@H:10]1[C@@H:6]([CH2:5][OH:4])[O:7][CH:8]([N:15]2[CH:20]=[CH:19][N:18]=[C:17]([C:21]([NH2:23])=[O:22])[C:16]2=[O:24])[CH2:9]1. The catalyst class is: 5. (3) Product: [N:9]1([CH:5]2[CH2:6][CH2:7][NH:8][C:4]2=[O:3])[CH2:14][CH2:13][CH2:12][CH2:11][CH2:10]1. Reactant: C([O:3][C:4](=O)[CH:5]([N:9]1[CH2:14][CH2:13][CH2:12][CH2:11][CH2:10]1)[CH2:6][C:7]#[N:8])C.N#N. The catalyst class is: 5. (4) Reactant: [CH3:1][NH:2][C:3]([N:5]1[CH2:9][CH2:8][CH2:7][CH:6]1[C:10]1[CH:14]=[C:13]([C:15]2[CH:20]=[CH:19][CH:18]=[C:17]([C:21]#[N:22])[CH:16]=2)[O:12][N:11]=1)=[S:4].[CH3:23]C(C)([O-])C.[Na+].CI.O. Product: [CH3:23][S:4][C:3]([N:5]1[CH2:9][CH2:8][CH2:7][CH:6]1[C:10]1[CH:14]=[C:13]([C:15]2[CH:20]=[CH:19][CH:18]=[C:17]([C:21]#[N:22])[CH:16]=2)[O:12][N:11]=1)=[N:2][CH3:1]. The catalyst class is: 1. (5) Reactant: Cl.[NH:2]1[CH2:6][CH2:5][C@H:4]([C:7]([O:9][CH3:10])=[O:8])[CH2:3]1.[C:11](N1C=CN=C1)([N:13]1[CH:17]=[CH:16][N:15]=[CH:14]1)=[O:12].C(N(CC)CC)C. Product: [N:13]1([C:11]([N:2]2[CH2:6][CH2:5][C@H:4]([C:7]([O:9][CH3:10])=[O:8])[CH2:3]2)=[O:12])[CH:17]=[CH:16][N:15]=[CH:14]1. The catalyst class is: 4. (6) Reactant: [Br:1][C:2]1[N:7]2[N:8]=[CH:9][N:10]=[C:6]2[C:5](Br)=[N:4][CH:3]=1.[NH2:12][C:13]1[CH:29]=[CH:28][C:16]([C:17]([NH:19][CH2:20][C:21]2[CH:22]=[N:23][C:24]([CH3:27])=[CH:25][CH:26]=2)=[O:18])=[C:15]([O:30]C)[CH:14]=1.Br.C([O-])(O)=O.[Na+]. Product: [Br:1][C:2]1[N:7]2[N:8]=[CH:9][N:10]=[C:6]2[C:5]([NH:12][C:13]2[CH:29]=[CH:28][C:16]([C:17]([NH:19][CH2:20][C:21]3[CH:22]=[N:23][C:24]([CH3:27])=[CH:25][CH:26]=3)=[O:18])=[C:15]([OH:30])[CH:14]=2)=[N:4][CH:3]=1. The catalyst class is: 378. (7) Reactant: [C:1]([C:3]1[C:11]2[CH:10]=[CH:9][S:8][C:7]=2[C:6]([O:12]C)=[CH:5][CH:4]=1)#[N:2].C([S-])C.[Na+].C(OCC)(=O)C.Cl. Product: [C:1]([C:3]1[C:11]2[CH:10]=[CH:9][S:8][C:7]=2[C:6]([OH:12])=[CH:5][CH:4]=1)#[N:2]. The catalyst class is: 3. (8) The catalyst class is: 2. Reactant: [C:1]([O:5][C:6](=[O:8])[NH2:7])([CH3:4])([CH3:3])[CH3:2].CC(OI1(OC(C)=O)(OC(C)=O)[O:22][C:20](=O)[C:19]2[CH:18]=[CH:17][CH:16]=[CH:15]C1=2)=O. Product: [C:1]([O:5][C:6](=[O:8])[NH:7][CH:16]1[CH2:15][CH:18]([CH2:19][CH:20]=[O:22])[CH2:17]1)([CH3:4])([CH3:3])[CH3:2]. (9) Reactant: [F:1][C:2]1[CH:7]=[C:6]([O:8][C:9]2[C:10]3[N:17]([CH3:18])[CH:16]=[CH:15][C:11]=3[N:12]=[CH:13][N:14]=2)[CH:5]=[CH:4][C:3]=1[NH:19][C:20]([NH:22][C:23]1[CH:28]=[CH:27][CH:26]=[C:25]([C:29]([F:32])([F:31])[F:30])[CH:24]=1)=[O:21].[CH3:33][S:34]([OH:37])(=[O:36])=[O:35]. Product: [CH3:33][S:34]([OH:37])(=[O:36])=[O:35].[F:1][C:2]1[CH:7]=[C:6]([O:8][C:9]2[C:10]3[N:17]([CH3:18])[CH:16]=[CH:15][C:11]=3[N:12]=[CH:13][N:14]=2)[CH:5]=[CH:4][C:3]=1[NH:19][C:20]([NH:22][C:23]1[CH:28]=[CH:27][CH:26]=[C:25]([C:29]([F:31])([F:30])[F:32])[CH:24]=1)=[O:21]. The catalyst class is: 8.